This data is from Full USPTO retrosynthesis dataset with 1.9M reactions from patents (1976-2016). The task is: Predict the reactants needed to synthesize the given product. (1) Given the product [O:28]=[C:27]1[NH:26][C:24](=[O:25])/[C:23](=[CH:1]/[C:3]2[O:11][C:10]3[C:9]([C:12]4[CH:13]=[C:14]([CH:20]=[CH:21][CH:22]=4)[C:15]([O:17][CH2:18][CH3:19])=[O:16])=[CH:8][N:7]=[CH:6][C:5]=3[CH:4]=2)/[S:29]1, predict the reactants needed to synthesize it. The reactants are: [CH:1]([C:3]1[O:11][C:10]2[C:9]([C:12]3[CH:13]=[C:14]([CH:20]=[CH:21][CH:22]=3)[C:15]([O:17][CH2:18][CH3:19])=[O:16])=[CH:8][N:7]=[CH:6][C:5]=2[CH:4]=1)=O.[CH2:23]1[S:29][C:27](=[O:28])[NH:26][C:24]1=[O:25].NCCC(O)=O. (2) The reactants are: FC(F)(F)C([O-])=O.[CH2:8]([NH:12][C:13]([C@H:15]([CH3:42])[CH2:16][C@H:17]([OH:41])[C@@H:18]([NH:35][C:36]([C@@H:38]([NH3+:40])[CH3:39])=[O:37])[CH2:19][C:20]1[CH:25]=[CH:24][CH:23]=[C:22]([O:26][CH2:27][CH2:28][CH2:29][CH2:30][CH2:31][C:32](O)=[O:33])[CH:21]=1)=[O:14])[CH2:9][CH2:10][CH3:11].F[P-](F)(F)(F)(F)F.N1(O[P+](N(C)C)(N(C)C)N(C)C)C2C=CC=CC=2N=N1. Given the product [CH2:8]([NH:12][C:13](=[O:14])[C@H:15]([CH3:42])[CH2:16][C@H:17]([OH:41])[C@@H:18]1[CH2:19][C:20]2=[CH:21][C:22](=[CH:23][CH:24]=[CH:25]2)[O:26][CH2:27][CH2:28][CH2:29][CH2:30][CH2:31][C:32](=[O:33])[NH:40][C@@H:38]([CH3:39])[C:36](=[O:37])[NH:35]1)[CH2:9][CH2:10][CH3:11], predict the reactants needed to synthesize it. (3) The reactants are: [Cl:1][C:2]1[C:3]([C:12]2[CH:16]=[C:15]([C:17](=O)[CH3:18])[O:14][N:13]=2)=[N:4][CH:5]=[C:6]([C:8]([F:11])([F:10])[F:9])[CH:7]=1.[CH3:20][C:21]1[N:22]=[C:23]([C:29]2S[CH:31]=[CH:32][CH:33]=2)S[C:25]=1[C:26](=O)[CH3:27].[NH3:34]. Given the product [Cl:1][C:2]1[C:3]([C:12]2[CH:16]=[C:15]([C:17]3[CH:18]=[CH:8][C:6]4[C:5](=[CH:31][CH:32]=[C:33]([CH2:29][CH2:23][N:22]5[CH2:27][CH2:26][CH2:25][C@H:21]5[CH3:20])[CH:7]=4)[N:34]=3)[O:14][N:13]=2)=[N:4][CH:5]=[C:6]([C:8]([F:11])([F:10])[F:9])[CH:7]=1, predict the reactants needed to synthesize it.